This data is from Catalyst prediction with 721,799 reactions and 888 catalyst types from USPTO. The task is: Predict which catalyst facilitates the given reaction. (1) Reactant: [NH:1]([C:3]([CH2:5][C:6]1[CH:11]=[CH:10][C:9]([CH:12]2[CH2:17][CH2:16][N:15]([C:18]([O:20][C:21]([CH3:24])([CH3:23])[CH3:22])=[O:19])[CH2:14][CH:13]2[O:25][CH2:26][C:27]2[CH:36]=[CH:35][C:34]3[C:29](=[CH:30][CH:31]=[CH:32][CH:33]=3)[CH:28]=2)=[CH:8][CH:7]=1)=[O:4])[NH2:2].CCO[C:40](OCC)(OCC)[C:41]1[CH:46]=[CH:45][CH:44]=[CH:43][CH:42]=1. Product: [CH:28]1[C:29]2[C:34](=[CH:33][CH:32]=[CH:31][CH:30]=2)[CH:35]=[CH:36][C:27]=1[CH2:26][O:25][CH:13]1[CH:12]([C:9]2[CH:10]=[CH:11][C:6]([CH2:5][C:3]3[O:4][C:40]([C:41]4[CH:46]=[CH:45][CH:44]=[CH:43][CH:42]=4)=[N:2][N:1]=3)=[CH:7][CH:8]=2)[CH2:17][CH2:16][N:15]([C:18]([O:20][C:21]([CH3:24])([CH3:23])[CH3:22])=[O:19])[CH2:14]1. The catalyst class is: 8. (2) Reactant: [ClH:1].[F:2][CH:3]1[CH:8]([O:9][C:10]2[CH:15]=[CH:14][C:13]([N+:16]([O-:18])=[O:17])=[CH:12][CH:11]=2)[CH2:7][CH2:6][N:5](C(OC(C)(C)C)=O)[CH2:4]1. Product: [ClH:1].[F:2][CH:3]1[CH:8]([O:9][C:10]2[CH:11]=[CH:12][C:13]([N+:16]([O-:18])=[O:17])=[CH:14][CH:15]=2)[CH2:7][CH2:6][NH:5][CH2:4]1. The catalyst class is: 5. (3) Reactant: [N:1]([C:4]1[CH:9]=[CH:8][C:7]([O:10][CH3:11])=[CH:6][CH:5]=1)=[N+:2]=[N-:3].[Cl:12][C:13]1[CH:18]=[CH:17][C:16]([CH2:19][C:20]#[N:21])=[C:15]([C:22]([F:25])([F:24])[F:23])[CH:14]=1.C[O-].[Na+]. Product: [Cl:12][C:13]1[CH:18]=[CH:17][C:16]([C:19]2[N:3]=[N:2][N:1]([C:4]3[CH:5]=[CH:6][C:7]([O:10][CH3:11])=[CH:8][CH:9]=3)[C:20]=2[NH2:21])=[C:15]([C:22]([F:23])([F:24])[F:25])[CH:14]=1. The catalyst class is: 8. (4) Reactant: [CH2:1]([N:8]1[CH:13]2[CH2:14][CH2:15][CH:9]1[CH2:10][CH:11]([NH:16][C:17]1[C:26]([N+:27]([O-])=O)=[CH:25][C:20]([C:21]([O:23][CH3:24])=[O:22])=[C:19]([F:30])[CH:18]=1)[CH2:12]2)[C:2]1[CH:7]=[CH:6][CH:5]=[CH:4][CH:3]=1.OCC1(OC[C@@H](O)[C@@H](O)[C@H]1O)O. Product: [CH3:24][O:23][C:21](=[O:22])[C:20]1[CH:25]=[C:26]([NH2:27])[C:17]([NH:16][CH:11]2[CH2:12][CH:13]3[N:8]([CH2:1][C:2]4[CH:3]=[CH:4][CH:5]=[CH:6][CH:7]=4)[CH:9]([CH2:15][CH2:14]3)[CH2:10]2)=[CH:18][C:19]=1[F:30]. The catalyst class is: 94. (5) Reactant: [NH:1]1[CH2:6][CH2:5][CH:4]([C:7]([OH:9])=[O:8])[CH2:3][CH2:2]1.C([O-])([O-])=O.[K+].[K+].Cl[C:17]([O:19][CH2:20][C:21]1[CH:26]=[CH:25][CH:24]=[CH:23][CH:22]=1)=[O:18]. Product: [CH2:20]([O:19][C:17]([N:1]1[CH2:6][CH2:5][CH:4]([C:7]([OH:9])=[O:8])[CH2:3][CH2:2]1)=[O:18])[C:21]1[CH:26]=[CH:25][CH:24]=[CH:23][CH:22]=1. The catalyst class is: 127. (6) Reactant: [CH2:1]([O:8][C:9]1[CH:30]=[C:29]([CH2:31][CH3:32])[CH:28]=[CH:27][C:10]=1[O:11][C:12]1[CH:17]=[CH:16][C:15]([N:18]2[CH2:22][CH:21]([CH2:23][OH:24])[O:20][C:19]2=[O:25])=[CH:14][C:13]=1[F:26])[C:2]1[CH:7]=[CH:6][CH:5]=[CH:4][CH:3]=1.C(N(CC)CC)C.[CH3:40][S:41](Cl)(=[O:43])=[O:42]. Product: [CH2:1]([O:8][C:9]1[CH:30]=[C:29]([CH2:31][CH3:32])[CH:28]=[CH:27][C:10]=1[O:11][C:12]1[CH:17]=[CH:16][C:15]([N:18]2[CH2:22][CH:21]([CH2:23][O:24][S:41]([CH3:40])(=[O:43])=[O:42])[O:20][C:19]2=[O:25])=[CH:14][C:13]=1[F:26])[C:2]1[CH:3]=[CH:4][CH:5]=[CH:6][CH:7]=1. The catalyst class is: 46.